Dataset: Full USPTO retrosynthesis dataset with 1.9M reactions from patents (1976-2016). Task: Predict the reactants needed to synthesize the given product. (1) The reactants are: Cl[C:2]1[N:7]=[C:6]([C:8]2[CH:9]=[N:10][N:11]([C:13]3([CH2:23][C:24]#[N:25])[CH2:16][N:15]([S:17]([CH:20]4[CH2:22][CH2:21]4)(=[O:19])=[O:18])[CH2:14]3)[CH:12]=2)[CH:5]=[CH:4][N:3]=1.[N:26]1([C:31]2[CH:37]=[CH:36][C:34]([NH2:35])=[CH:33][CH:32]=2)[CH:30]=[CH:29][CH:28]=[N:27]1.C1(C)C=CC(S(O)(=O)=O)=CC=1. Given the product [CH:20]1([S:17]([N:15]2[CH2:16][C:13]([CH2:23][C:24]#[N:25])([N:11]3[CH:12]=[C:8]([C:6]4[CH:5]=[CH:4][N:3]=[C:2]([NH:35][C:34]5[CH:33]=[CH:32][C:31]([N:26]6[CH:30]=[CH:29][CH:28]=[N:27]6)=[CH:37][CH:36]=5)[N:7]=4)[CH:9]=[N:10]3)[CH2:14]2)(=[O:19])=[O:18])[CH2:22][CH2:21]1, predict the reactants needed to synthesize it. (2) Given the product [C:1]([O:5][C:6]([N:8]1[CH2:12][CH2:11][CH2:10][C:9]1([CH2:15][CH2:17][CH2:18][CH3:19])[CH:13]=[O:14])=[O:7])([CH3:2])([CH3:3])[CH3:4], predict the reactants needed to synthesize it. The reactants are: [C:1]([O:5][C:6]([N:8]1[CH2:12][CH2:11][CH2:10][C:9]1([CH:15]([CH2:17][CH3:18])C)[CH2:13][OH:14])=[O:7])([CH3:4])([CH3:3])[CH3:2].[CH2:19](Cl)Cl. (3) Given the product [CH:3]([O:6][CH2:17][C:15]1[N:7]=[C:8]([C:9]([O:11][CH2:12][CH3:13])=[O:10])[S:14][CH:16]=1)([CH3:4])[CH3:2], predict the reactants needed to synthesize it. The reactants are: Br[CH2:2][C:3](=[O:6])[CH2:4]Br.[NH2:7][C:8](=[S:14])[C:9]([O:11][CH2:12][CH3:13])=[O:10].[CH:15](O)([CH3:17])[CH3:16]. (4) Given the product [CH3:19][N:12]([C:8]1[CH:9]=[CH:10][CH:11]=[C:6]([N+:3]([O-:5])=[O:4])[CH:7]=1)[C:13]1[CH:14]=[N:15][CH:16]=[CH:17][CH:18]=1, predict the reactants needed to synthesize it. The reactants are: [H-].[Na+].[N+:3]([C:6]1[CH:7]=[C:8]([NH:12][C:13]2[CH:14]=[N:15][CH:16]=[CH:17][CH:18]=2)[CH:9]=[CH:10][CH:11]=1)([O-:5])=[O:4].[CH3:19]I. (5) Given the product [O:27]1[C:36]2[CH:35]=[C:34]([CH2:37][NH:3][C@@H:4]3[CH2:9][CH2:8][N:7]([CH2:10][C@H:11]4[N:22]5[C:23]6[C:14](=[C:15]([F:25])[CH:16]=[N:17][C:18]=6[CH:19]=[CH:20][C:21]5=[O:24])[O:13][CH2:12]4)[CH2:6][C@@H:5]3[OH:26])[N:33]=[CH:32][C:31]=2[O:30][CH2:29][CH2:28]1, predict the reactants needed to synthesize it. The reactants are: Cl.Cl.[NH2:3][C@@H:4]1[CH2:9][CH2:8][N:7]([CH2:10][C@H:11]2[N:22]3[C:23]4[C:14](=[C:15]([F:25])[CH:16]=[N:17][C:18]=4[CH:19]=[CH:20][C:21]3=[O:24])[O:13][CH2:12]2)[CH2:6][C@@H:5]1[OH:26].[O:27]1[C:36]2[CH:35]=[C:34]([CH:37]=O)[N:33]=[CH:32][C:31]=2[O:30][CH2:29][CH2:28]1. (6) Given the product [NH2:30][C:27]1[N:28]=[CH:29][C:24]([CH:2]([OH:1])[C:3]([N:5]2[CH2:22][CH2:21][C:8]3([C:12](=[O:13])[N:11]([C:14]4[CH2:15][O:16][C:17](=[O:20])[C:18]=4[CH3:19])[CH2:10][CH2:9]3)[CH2:7][CH2:6]2)([CH3:4])[CH3:23])=[CH:25][CH:26]=1, predict the reactants needed to synthesize it. The reactants are: [OH:1][CH:2]([C:24]1[CH:25]=[CH:26][C:27]([NH:30]C(=O)OC(C)(C)C)=[N:28][CH:29]=1)[C:3]([CH3:23])([N:5]1[CH2:22][CH2:21][C:8]2([C:12](=[O:13])[N:11]([C:14]3[CH2:15][O:16][C:17](=[O:20])[C:18]=3[CH3:19])[CH2:10][CH2:9]2)[CH2:7][CH2:6]1)[CH3:4].FC(F)(F)C(O)=O. (7) Given the product [F:1][C:2]1[CH:13]=[CH:12][C:11]([N+:14]([O-:16])=[O:15])=[CH:10][C:3]=1[C:4]([NH:6][CH2:7][CH2:8][O:9][CH:29]1[CH2:30][CH2:31][CH2:32][CH2:33][O:28]1)=[O:5], predict the reactants needed to synthesize it. The reactants are: [F:1][C:2]1[CH:13]=[CH:12][C:11]([N+:14]([O-:16])=[O:15])=[CH:10][C:3]=1[C:4]([NH:6][CH2:7][CH2:8][OH:9])=[O:5].CC1C=CC(S(O)(=O)=O)=CC=1.[O:28]1[CH:33]=[CH:32][CH2:31][CH2:30][CH2:29]1.